Task: Predict the reactants needed to synthesize the given product.. Dataset: Retrosynthesis with 50K atom-mapped reactions and 10 reaction types from USPTO (1) Given the product O=C1O[C@]2(CCN(C(=O)C3(c4ccc(N5CCOCC5)cc4)CC3)C2)c2ccccc21, predict the reactants needed to synthesize it. The reactants are: C1COCCN1.O=C1O[C@]2(CCN(C(=O)C3(c4ccc(Cl)cc4)CC3)C2)c2ccccc21. (2) Given the product CS(=O)(=O)Nc1cc([N+](=O)[O-])ccc1F, predict the reactants needed to synthesize it. The reactants are: CS(=O)(=O)Cl.Nc1cc([N+](=O)[O-])ccc1F. (3) Given the product CC(C)Nc1nc2ccccn2c(=O)c1-c1ccc(N[C@@H]2CCN(C(=O)OC(C)(C)C)C2)cc1, predict the reactants needed to synthesize it. The reactants are: CC(C)(C)OC(=O)N1CC[C@@H](N)C1.CC(C)Nc1nc2ccccn2c(=O)c1-c1ccc(Cl)cc1. (4) Given the product Cc1ccc(N(c2ccc(C)cc2)c2ccc3c4cccc5cc6ccccc6c(c6cccc2c36)c54)cc1, predict the reactants needed to synthesize it. The reactants are: Brc1ccc2c3cccc4cc5ccccc5c(c5cccc1c25)c43.Cc1ccc(Nc2ccc(C)cc2)cc1. (5) Given the product Cc1nc(/C=C/c2c(-c3ccccc3)noc2C)sc1C(=O)NCCO, predict the reactants needed to synthesize it. The reactants are: COC(=O)c1sc(/C=C/c2c(-c3ccccc3)noc2C)nc1C.NCCO. (6) Given the product C=CCN(CC=C)S(=O)(=O)c1ncn(C(=O)N(CC)CC)n1, predict the reactants needed to synthesize it. The reactants are: C=CCN(CC=C)S(=O)(=O)c1nc[nH]n1.CCN(CC)C(=O)Cl.